This data is from Reaction yield outcomes from USPTO patents with 853,638 reactions. The task is: Predict the reaction yield, written as a fraction of the theoretical maximum amount of product (1.0 means a 100% yield; for example, 0.34 means a 34% yield). (1) The reactants are [CH2:1]([N:8]1[C:12]([C:13]([F:16])([F:15])[F:14])=[C:11](Br)[C:10]([C:18]2[CH:23]=[CH:22][C:21]([Cl:24])=[CH:20][CH:19]=2)=[C:9]1[C:25]([N:27]([CH2:29][C:30]([CH3:33])([CH3:32])[CH3:31])[CH3:28])=[O:26])[C:2]1[CH:7]=[CH:6][CH:5]=[CH:4][CH:3]=1.[CH:34]1(B(O)O)[CH2:36][CH2:35]1.CC(C1C=C(C(C)C)C(C2C(P(C3CCCCC3)C3CCCCC3)=CC=CC=2)=C(C(C)C)C=1)C.[O-]P([O-])([O-])=O.[K+].[K+].[K+]. The catalyst is C1(C)C=CC=CC=1.C(OCC)(=O)C.C([O-])(=O)C.[Pd+2].C([O-])(=O)C. The product is [CH2:1]([N:8]1[C:12]([C:13]([F:16])([F:15])[F:14])=[C:11]([CH:34]2[CH2:36][CH2:35]2)[C:10]([C:18]2[CH:23]=[CH:22][C:21]([Cl:24])=[CH:20][CH:19]=2)=[C:9]1[C:25]([N:27]([CH2:29][C:30]([CH3:33])([CH3:32])[CH3:31])[CH3:28])=[O:26])[C:2]1[CH:7]=[CH:6][CH:5]=[CH:4][CH:3]=1. The yield is 0.450. (2) The reactants are C1(C)C=CC(S([CH2:10][N+:11]#[C-])(=O)=O)=CC=1.CC(C)([O-])C.[K+].[CH2:20]([O:24][C:25]1[C:34]2[C:29](=[CH:30][CH:31]=[C:32]([CH:35]=O)[CH:33]=2)[C:28](=[O:37])[N:27]([CH2:38][C:39]([CH3:42])([CH3:41])[CH3:40])[C:26]=1[CH2:43][NH:44][C:45](=[O:51])[O:46][C:47]([CH3:50])([CH3:49])[CH3:48])[CH2:21][CH2:22][CH3:23].CO. The catalyst is COCCOC.O. The product is [CH2:20]([O:24][C:25]1[C:34]2[C:29](=[CH:30][CH:31]=[C:32]([CH2:35][C:10]#[N:11])[CH:33]=2)[C:28](=[O:37])[N:27]([CH2:38][C:39]([CH3:42])([CH3:41])[CH3:40])[C:26]=1[CH2:43][NH:44][C:45](=[O:51])[O:46][C:47]([CH3:50])([CH3:48])[CH3:49])[CH2:21][CH2:22][CH3:23]. The yield is 0.363. (3) The reactants are I[C:2]1[S:6][C:5]([NH:7][C:8](=[O:10])[CH3:9])=[N:4][C:3]=1[CH3:11].CC1N=C(NC(=O)C)SC=1[C:18]1[S:19][C:20](S(NCC#C)(=O)=O)=[CH:21][CH:22]=1.[F-].[K+].CC1(C)C(C)(C)OB(C2C=CSC=2)O1. The catalyst is C1(C)C=CC=CC=1.CO.C1C=CC(P(C2C=CC=CC=2)[C-]2C=CC=C2)=CC=1.C1C=CC(P(C2C=CC=CC=2)[C-]2C=CC=C2)=CC=1.Cl[Pd]Cl.[Fe+2]. The product is [CH3:11][C:3]1[N:4]=[C:5]([NH:7][C:8](=[O:10])[CH3:9])[S:6][C:2]=1[C:22]1[CH:21]=[CH:20][S:19][CH:18]=1. The yield is 0.660. (4) The reactants are [C:1]1([CH2:7][O:8][C:9]2[CH:10]=[C:11]3[C:15](=[CH:16][CH:17]=2)[NH:14][CH:13]=[CH:12]3)[CH:6]=[CH:5][CH:4]=[CH:3][CH:2]=1.[C:18]1([S:24](Cl)(=[O:26])=[O:25])[CH:23]=[CH:22][CH:21]=[CH:20][CH:19]=1.[OH-].[Na+]. The catalyst is C1(C)C=CC=CC=1.[Br-].C([N+](CCCC)(CCCC)CCCC)CCC.O. The product is [C:1]1([CH2:7][O:8][C:9]2[CH:10]=[C:11]3[C:15](=[CH:16][CH:17]=2)[N:14]([S:24]([C:18]2[CH:23]=[CH:22][CH:21]=[CH:20][CH:19]=2)(=[O:26])=[O:25])[CH:13]=[CH:12]3)[CH:2]=[CH:3][CH:4]=[CH:5][CH:6]=1. The yield is 0.870. (5) The reactants are [N+:1]([C:4]1[C:13]2[NH:12][C:11](=[O:14])[CH2:10][O:9][C:8]=2[CH:7]=[CH:6][CH:5]=1)([O-])=O. The catalyst is [Pd].O1CCCC1. The product is [NH2:1][C:4]1[C:13]2[NH:12][C:11](=[O:14])[CH2:10][O:9][C:8]=2[CH:7]=[CH:6][CH:5]=1. The yield is 1.00. (6) The reactants are [Cl:1][C:2]1[CH:3]=[CH:4][C:5]2[CH:6]=[C:7]3[CH2:14][NH:13][CH2:12][C@@H:11]([CH3:15])[N:8]3[C:9]=2[CH:10]=1.[BH4-].[Na+].[OH-].[Na+]. The catalyst is O1CCCC1.FC(F)(F)C(O)=O. The product is [Cl:1][C:2]1[CH:3]=[CH:4][C:5]2[CH2:6][C@@H:7]3[CH2:14][NH:13][CH2:12][C@@H:11]([CH3:15])[N:8]3[C:9]=2[CH:10]=1.[Cl:1][C:2]1[CH:3]=[CH:4][C:5]2[CH2:6][C@H:7]3[CH2:14][NH:13][CH2:12][C@@H:11]([CH3:15])[N:8]3[C:9]=2[CH:10]=1. The yield is 0.450. (7) The reactants are [ClH:1].Cl.[CH3:3][N:4]1[C:8]([CH3:9])=[C:7]([C@H:10]([NH2:12])[CH3:11])[CH:6]=[N:5]1.C(C1C=NN(C[C:23]([O:25][CH3:26])=[O:24])C=1C)(=O)C. No catalyst specified. The product is [ClH:1].[ClH:1].[NH2:12][CH:10]([C:7]1[CH:6]=[N:5][N:4]([CH2:3][C:23]([O:25][CH3:26])=[O:24])[C:8]=1[CH3:9])[CH3:11]. The yield is 0.0660.